Predict which catalyst facilitates the given reaction. From a dataset of Catalyst prediction with 721,799 reactions and 888 catalyst types from USPTO. (1) Reactant: [CH3:1][O:2][C:3]1[CH:10]=[CH:9][C:6]([CH2:7]O)=[CH:5][CH:4]=1.P(Br)(Br)[Br:12]. Product: [CH3:1][O:2][C:3]1[CH:10]=[CH:9][C:6]([CH2:7][Br:12])=[CH:5][CH:4]=1. The catalyst class is: 28. (2) Reactant: [Cl:1][C:2]1[CH:7]=[CH:6][C:5]([CH:8]([C:12]2[C:20]3[C:15](=[C:16]([CH2:22][S:23][CH3:24])[CH:17]=[C:18]([F:21])[CH:19]=3)[NH:14][CH:13]=2)[CH2:9][CH2:10][OH:11])=[CH:4][CH:3]=1.ClC1C=CC=C(C(OO)=[O:33])C=1. Product: [Cl:1][C:2]1[CH:3]=[CH:4][C:5]([CH:8]([C:12]2[C:20]3[C:15](=[C:16]([CH2:22][S:23]([CH3:24])=[O:33])[CH:17]=[C:18]([F:21])[CH:19]=3)[NH:14][CH:13]=2)[CH2:9][CH2:10][OH:11])=[CH:6][CH:7]=1. The catalyst class is: 4.